This data is from Full USPTO retrosynthesis dataset with 1.9M reactions from patents (1976-2016). The task is: Predict the reactants needed to synthesize the given product. (1) Given the product [CH2:36]([O:35][P:34]([C:31]1[CH:32]=[CH:33][C:28]([NH:27][C:2]2[N:7]=[C:6]([O:8][C:9]3[C:18]4[C:13](=[CH:14][CH:15]=[CH:16][CH:17]=4)[C:12]([NH:19][C:20](=[O:26])[O:21][C:22]([CH3:25])([CH3:24])[CH3:23])=[CH:11][CH:10]=3)[CH:5]=[CH:4][N:3]=2)=[CH:29][C:30]=1[O:40][CH3:41])([CH3:39])=[O:38])[CH3:37], predict the reactants needed to synthesize it. The reactants are: Cl[C:2]1[N:7]=[C:6]([O:8][C:9]2[C:18]3[C:13](=[CH:14][CH:15]=[CH:16][CH:17]=3)[C:12]([NH:19][C:20](=[O:26])[O:21][C:22]([CH3:25])([CH3:24])[CH3:23])=[CH:11][CH:10]=2)[CH:5]=[CH:4][N:3]=1.[NH2:27][C:28]1[CH:33]=[CH:32][C:31]([P:34]([CH3:39])(=[O:38])[O:35][CH2:36][CH3:37])=[C:30]([O:40][CH3:41])[CH:29]=1. (2) Given the product [S:5]1[C:6]2=[N:7][CH:8]=[CH:9][CH:10]=[C:11]2[C:3]([CH2:2][OH:14])=[N:4]1, predict the reactants needed to synthesize it. The reactants are: Br[CH2:2][C:3]1[C:11]2[C:6](=[N:7][CH:8]=[CH:9][CH:10]=2)[S:5][N:4]=1.CS(C)=[O:14]. (3) Given the product [Cl:34][C:35]1[CH:36]=[CH:37][C:38]([CH2:41][CH2:42][CH2:43][S:44]([N:17]2[CH2:18][CH2:19][N:14]([CH2:13][C@:2]3([CH3:1])[O:6][C:5]4=[N:7][C:8]([N+:10]([O-:12])=[O:11])=[CH:9][N:4]4[CH2:3]3)[CH2:15][CH2:16]2)(=[O:46])=[O:45])=[CH:39][CH:40]=1, predict the reactants needed to synthesize it. The reactants are: [CH3:1][C@@:2]1([CH2:13][N:14]2[CH2:19][CH2:18][N:17](C(OC(C)(C)C)=O)[CH2:16][CH2:15]2)[O:6][C:5]2=[N:7][C:8]([N+:10]([O-:12])=[O:11])=[CH:9][N:4]2[CH2:3]1.C(N(CC)CC)C.[Cl:34][C:35]1[CH:40]=[CH:39][C:38]([CH2:41][CH2:42][CH2:43][S:44](Cl)(=[O:46])=[O:45])=[CH:37][CH:36]=1.